From a dataset of Catalyst prediction with 721,799 reactions and 888 catalyst types from USPTO. Predict which catalyst facilitates the given reaction. (1) Reactant: Cl[CH2:2][C:3]1[CH:4]=[CH:5][C:6]2[N:10]=[CH:9][N:8]([C:11]3[S:15][C:14]([C:16]([O:18][CH3:19])=[O:17])=[C:13]([O:20][C@@H:21]([C:23]4[CH:28]=[CH:27][CH:26]=[CH:25][C:24]=4[C:29]([F:32])([F:31])[F:30])[CH3:22])[CH:12]=3)[C:7]=2[CH:33]=1.[CH3:34][N:35]1[CH2:40][CH2:39][NH:38][CH2:37][CH2:36]1. The catalyst class is: 12. Product: [OH-:17].[NH4+:8].[CH3:34][N:35]1[CH2:40][CH2:39][N:38]([CH2:2][C:3]2[CH:4]=[CH:5][C:6]3[N:10]=[CH:9][N:8]([C:11]4[S:15][C:14]([C:16]([O:18][CH3:19])=[O:17])=[C:13]([O:20][C@@H:21]([C:23]5[CH:28]=[CH:27][CH:26]=[CH:25][C:24]=5[C:29]([F:32])([F:31])[F:30])[CH3:22])[CH:12]=4)[C:7]=3[CH:33]=2)[CH2:37][CH2:36]1. (2) Reactant: [Cl:1][C:2]1[CH:21]=[CH:20][CH:19]=[C:18]([Cl:22])[C:3]=1[C:4]([NH:6][CH2:7][CH2:8][S:9][CH2:10][C:11]1[CH:16]=[CH:15][CH:14]=[C:13]([OH:17])[CH:12]=1)=[O:5].C([O-])([O-])=O.[K+].[K+].Cl[CH2:30][CH2:31][O:32][CH2:33][CH2:34][OH:35].O. Product: [Cl:1][C:2]1[CH:21]=[CH:20][CH:19]=[C:18]([Cl:22])[C:3]=1[C:4]([NH:6][CH2:7][CH2:8][S:9][CH2:10][C:11]1[CH:16]=[CH:15][CH:14]=[C:13]([O:17][CH2:30][CH2:31][O:32][CH2:33][CH2:34][OH:35])[CH:12]=1)=[O:5]. The catalyst class is: 3.